Dataset: Full USPTO retrosynthesis dataset with 1.9M reactions from patents (1976-2016). Task: Predict the reactants needed to synthesize the given product. Given the product [CH3:12][C:8]1([C:4]2[CH:3]=[C:2]([CH:7]=[CH:6][CH:5]=2)[CH:21]=[O:22])[CH2:11][O:10][CH2:9]1, predict the reactants needed to synthesize it. The reactants are: Br[C:2]1[CH:3]=[C:4]([C:8]2([CH3:12])[CH2:11][O:10][CH2:9]2)[CH:5]=[CH:6][CH:7]=1.[Li]CCCC.CN([CH:21]=[O:22])C.